Dataset: Full USPTO retrosynthesis dataset with 1.9M reactions from patents (1976-2016). Task: Predict the reactants needed to synthesize the given product. (1) Given the product [OH:6][CH:5]([CH2:4][OH:3])[CH2:7][O:8][NH:9][C:10]([C:12]1[C:20]([NH:21][C:22]2[CH:27]=[CH:26][C:25]([I:28])=[CH:24][C:23]=2[F:29])=[C:19]([F:30])[C:15]2[N:16]=[CH:17][O:18][C:14]=2[CH:13]=1)=[O:11], predict the reactants needed to synthesize it. The reactants are: CC1(C)[O:6][CH:5]([CH2:7][O:8][NH:9][C:10]([C:12]2[C:20]([NH:21][C:22]3[CH:27]=[CH:26][C:25]([I:28])=[CH:24][C:23]=3[F:29])=[C:19]([F:30])[C:15]3[N:16]=[CH:17][O:18][C:14]=3[CH:13]=2)=[O:11])[CH2:4][O:3]1.FC(F)(F)C(O)=O. (2) Given the product [C@@H:6]1([N:19]2[CH:24]=[C:23]([Sn:25]([CH3:26])([CH3:28])[CH3:27])[C:22](=[O:29])[NH:21][C:20]2=[O:30])[O:7][C@H:8]([CH2:14][OH:15])[C@@H:9]([OH:10])[C@@H:5]1[OH:4], predict the reactants needed to synthesize it. The reactants are: C([O:4][C@H:5]1[C@H:9]([O:10]C(=O)C)[C@@H:8]([CH2:14][O:15]C(=O)C)[O:7][C@H:6]1[N:19]1[CH:24]=[C:23]([Sn:25]([CH3:28])([CH3:27])[CH3:26])[C:22](=[O:29])[NH:21][C:20]1=[O:30])(=O)C.C[O-].[Na+].CO. (3) Given the product [CH3:1][C@H:2]1[CH2:6][CH2:5][CH2:4][N:3]1[C:7]1[CH:12]=[CH:11][C:10]([NH2:13])=[C:9]([C:16]([F:18])([F:17])[F:19])[CH:8]=1, predict the reactants needed to synthesize it. The reactants are: [CH3:1][C@H:2]1[CH2:6][CH2:5][CH2:4][N:3]1[C:7]1[CH:12]=[CH:11][C:10]([N+:13]([O-])=O)=[C:9]([C:16]([F:19])([F:18])[F:17])[CH:8]=1. (4) Given the product [Br:10][C:3]1[C:4]2[C:5](=[CH:6][N:7]=[CH:8][CH:9]=2)[NH:1][N:2]=1, predict the reactants needed to synthesize it. The reactants are: [NH:1]1[C:5]2=[CH:6][N:7]=[CH:8][CH:9]=[C:4]2[CH:3]=[N:2]1.[Br:10]Br.O.[OH-].[Na+].